From a dataset of Forward reaction prediction with 1.9M reactions from USPTO patents (1976-2016). Predict the product of the given reaction. (1) Given the reactants C(Cl)(=O)C(Cl)=O.CS(C)=O.[CH2:11]([O:13][C:14]([C@H:16]1[CH2:21][CH2:20][C@H:19]([CH2:22][OH:23])[CH2:18][CH2:17]1)=[O:15])[CH3:12].C(N(CC)CC)C, predict the reaction product. The product is: [CH2:11]([O:13][C:14]([C@H:16]1[CH2:21][CH2:20][C@H:19]([CH:22]=[O:23])[CH2:18][CH2:17]1)=[O:15])[CH3:12]. (2) Given the reactants Cl[C:2]1[CH:3]=[CH:4][C:5]([OH:19])=[C:6]([CH2:8][C:9]2[S:10][CH:11]=[C:12]([C:14]([O:16][CH2:17][CH3:18])=[O:15])[N:13]=2)[CH:7]=1.OC1C=CC([C:27]([F:30])([F:29])[F:28])=CC=1CC1SC=C(C(O)=O)N=1, predict the reaction product. The product is: [OH:19][C:5]1[CH:4]=[CH:3][C:2]([C:27]([F:30])([F:29])[F:28])=[CH:7][C:6]=1[CH2:8][C:9]1[S:10][CH:11]=[C:12]([C:14]([O:16][CH2:17][CH3:18])=[O:15])[N:13]=1. (3) Given the reactants [C:1]([O:5][C:6](=[O:24])[NH:7][C@@H:8]([CH2:12][N:13]1C(=O)C2C(=CC=CC=2)C1=O)[CH2:9][CH2:10][CH3:11])([CH3:4])([CH3:3])[CH3:2].O.NN, predict the reaction product. The product is: [C:1]([O:5][C:6](=[O:24])[NH:7][C@@H:8]([CH2:12][NH2:13])[CH2:9][CH2:10][CH3:11])([CH3:2])([CH3:3])[CH3:4]. (4) Given the reactants C(OC([N:8]1[CH2:15][C:14](=[O:16])[CH2:13][C@H:9]1[C:10]([OH:12])=O)=O)(C)(C)C.[O:17]1[C:21]2[CH:22]=[CH:23][C:24]([CH2:26][NH2:27])=[CH:25][C:20]=2[O:19][CH2:18]1, predict the reaction product. The product is: [O:17]1[C:21]2[CH:22]=[CH:23][C:24]([CH2:26][NH:27][C:10]([C@@H:9]3[CH2:13][C:14](=[O:16])[CH2:15][NH:8]3)=[O:12])=[CH:25][C:20]=2[O:19][CH2:18]1. (5) Given the reactants [CH3:1][N:2]1[CH:6]=[CH:5][C:4](B2OC(C)(C)C(C)(C)O2)=[N:3]1.P([O-])([O-])([O-])=O.[K+].[K+].[K+].C(#N)C.Br[C:28]1[CH:37]=[CH:36][C:31]([C:32]([O:34][CH3:35])=[O:33])=[CH:30][C:29]=1[O:38][CH2:39][CH3:40], predict the reaction product. The product is: [CH2:39]([O:38][C:29]1[CH:30]=[C:31]([CH:36]=[CH:37][C:28]=1[C:5]1[CH:4]=[N:3][N:2]([CH3:1])[CH:6]=1)[C:32]([O:34][CH3:35])=[O:33])[CH3:40]. (6) Given the reactants [F:1][C:2]1[CH:3]=[C:4]2[CH:11]=[CH:10][NH:9][C:5]2=[N+:6]([O-])[CH:7]=1.C[Si](C)(C)N[Si](C)(C)C.[Cl:21]C(OC)=O.[OH-].[Na+].Cl, predict the reaction product. The product is: [Cl:21][C:7]1[N:6]=[C:5]2[NH:9][CH:10]=[CH:11][C:4]2=[CH:3][C:2]=1[F:1]. (7) Given the reactants [Cl:1][S:2]([C:5]1[CH:6]=[C:7]([CH:11]=[CH:12][CH:13]=1)[C:8](Cl)=[O:9])(=[O:4])=[O:3].[CH:14]([O:17][C:18]1[CH:24]=[CH:23][C:21]([NH2:22])=[CH:20][CH:19]=1)([CH3:16])[CH3:15], predict the reaction product. The product is: [CH:14]([O:17][C:18]1[CH:24]=[CH:23][C:21]([NH:22][C:8]([C:7]2[CH:6]=[C:5]([S:2]([Cl:1])(=[O:4])=[O:3])[CH:13]=[CH:12][CH:11]=2)=[O:9])=[CH:20][CH:19]=1)([CH3:16])[CH3:15].